From a dataset of Forward reaction prediction with 1.9M reactions from USPTO patents (1976-2016). Predict the product of the given reaction. (1) Given the reactants Cl.O1CCOCC1.Cl[C:9]1[N:14]=[C:13]([NH:15][C:16]2[CH:25]=[CH:24][CH:23]=[CH:22][C:17]=2[C:18]([NH:20][CH3:21])=[O:19])[C:12]([Cl:26])=[CH:11][N:10]=1.[CH2:27]([N:29]1[CH:38]2[CH2:39][CH2:40][CH:30]1[C:31]1[CH:32]=[C:33]([NH2:41])[CH:34]=[CH:35][C:36]=1[CH2:37]2)[CH3:28].C(=O)([O-])[O-], predict the reaction product. The product is: [Cl:26][C:12]1[C:13]([NH:15][C:16]2[CH:25]=[CH:24][CH:23]=[CH:22][C:17]=2[C:18]([NH:20][CH3:21])=[O:19])=[N:14][C:9]([NH:41][C:33]2[CH:34]=[CH:35][C:36]3[CH2:37][CH:38]4[N:29]([CH2:27][CH3:28])[CH:30]([CH2:40][CH2:39]4)[C:31]=3[CH:32]=2)=[N:10][CH:11]=1. (2) Given the reactants C[O:2][C:3](=[O:32])[CH2:4][C@:5]1([CH2:29][CH2:30][CH3:31])[C:10]2[NH:11][C:12]3[C:17]([C:9]=2[CH2:8][CH2:7][O:6]1)=[C:16]([C:18]#[N:19])[CH:15]=[C:14]([O:20][CH2:21][C:22]1[S:23][C:24]([CH3:27])=[N:25][N:26]=1)[C:13]=3[CH3:28].CCO.[OH-].[Na+], predict the reaction product. The product is: [C:18]([C:16]1[CH:15]=[C:14]([O:20][CH2:21][C:22]2[S:23][C:24]([CH3:27])=[N:25][N:26]=2)[C:13]([CH3:28])=[C:12]2[C:17]=1[C:9]1[CH2:8][CH2:7][O:6][C@@:5]([CH2:4][C:3]([OH:32])=[O:2])([CH2:29][CH2:30][CH3:31])[C:10]=1[NH:11]2)#[N:19]. (3) The product is: [Cl-:1].[CH2:12]([O:14][P+:15]([O:19][CH2:20][CH3:21])([O:16][CH2:17][CH3:18])[CH2:2][C:3]1[CH:4]=[CH:5][C:6]([OH:11])=[C:7]([CH:8]=[O:9])[CH:10]=1)[CH3:13]. Given the reactants [Cl:1][CH2:2][C:3]1[CH:4]=[CH:5][C:6]([OH:11])=[C:7]([CH:10]=1)[CH:8]=[O:9].[CH2:12]([O:14][P:15]([O:19][CH2:20][CH3:21])[O:16][CH2:17][CH3:18])[CH3:13], predict the reaction product. (4) Given the reactants Br[CH2:2][C:3]1[CH:4]=[C:5]([CH:8]=[CH:9][CH:10]=1)[C:6]#[N:7].[C:11]1([OH:17])[CH:16]=[CH:15][CH:14]=[CH:13][CH:12]=1.C(=O)([O-])[O-].[K+].[K+].O, predict the reaction product. The product is: [O:17]([CH2:2][C:3]1[CH:4]=[C:5]([CH:8]=[CH:9][CH:10]=1)[C:6]#[N:7])[C:11]1[CH:16]=[CH:15][CH:14]=[CH:13][CH:12]=1. (5) Given the reactants [Cl:1][C:2]1[C:3]([F:30])=[C:4]([F:29])[C:5]([NH:20][C:21]2[CH:26]=[CH:25][C:24]([I:27])=[CH:23][C:22]=2[Cl:28])=[C:6]([CH:19]=1)[C:7]([NH:9][O:10][CH2:11][C@@H:12]1[CH2:16][O:15]C(C)(C)[O:13]1)=[O:8].Cl, predict the reaction product. The product is: [Cl:1][C:2]1[C:3]([F:30])=[C:4]([F:29])[C:5]([NH:20][C:21]2[CH:26]=[CH:25][C:24]([I:27])=[CH:23][C:22]=2[Cl:28])=[C:6]([CH:19]=1)[C:7]([NH:9][O:10][CH2:11][C@@H:12]([OH:13])[CH2:16][OH:15])=[O:8]. (6) Given the reactants FC(F)(F)S(O[C:7]1[CH:8]=[C:9]2[C:17](=[CH:18][CH:19]=1)[C:16]1[O:15][C:14]([C:20]3[O:24][N:23]=[C:22]([C:25]4[CH:30]=[CH:29][CH:28]=[CH:27][CH:26]=4)[C:21]=3[C:31]([F:34])([F:33])[F:32])=[N:13][C:12]=1[CH2:11][CH2:10]2)(=O)=O.[CH2:37]([Sn](CCCC)(CCCC)C=C)[CH2:38]CC.[Cl-].[Li+], predict the reaction product. The product is: [C:25]1([C:22]2[C:21]([C:31]([F:33])([F:32])[F:34])=[C:20]([C:14]3[O:15][C:16]4[C:17]5[C:9](=[CH:8][C:7]([CH:37]=[CH2:38])=[CH:19][CH:18]=5)[CH2:10][CH2:11][C:12]=4[N:13]=3)[O:24][N:23]=2)[CH:30]=[CH:29][CH:28]=[CH:27][CH:26]=1.